From a dataset of Full USPTO retrosynthesis dataset with 1.9M reactions from patents (1976-2016). Predict the reactants needed to synthesize the given product. (1) Given the product [F:9][C:10]1[C:11]([C:17]#[N:18])=[N:12][CH:13]=[C:14]([O:6][CH2:5][C:4]([F:8])([F:7])[F:3])[CH:15]=1, predict the reactants needed to synthesize it. The reactants are: [H-].[Na+].[F:3][C:4]([F:8])([F:7])[CH2:5][OH:6].[F:9][C:10]1[C:11]([C:17]#[N:18])=[N:12][CH:13]=[C:14](F)[CH:15]=1.O. (2) Given the product [Br:31][C:26]1[CH:25]=[C:24]2[C:29]([C:30]3[C:18]([C:14]4[C:13]([CH3:35])=[C:12]([NH:11][C:9](=[O:10])[O:8][CH2:1][C:2]5[CH:7]=[CH:6][CH:5]=[CH:4][CH:3]=5)[CH:17]=[CH:16][CH:15]=4)=[CH:19][N:20]=[C:21]([C:32](=[O:34])[NH2:41])[C:22]=3[NH:23]2)=[CH:28][CH:27]=1, predict the reactants needed to synthesize it. The reactants are: [CH2:1]([O:8][C:9]([NH:11][C:12]1[C:13]([CH3:35])=[C:14]([C:18]2[C:30]3[C:29]4[C:24](=[CH:25][C:26]([Br:31])=[CH:27][CH:28]=4)[NH:23][C:22]=3[C:21]([C:32]([OH:34])=O)=[N:20][CH:19]=2)[CH:15]=[CH:16][CH:17]=1)=[O:10])[C:2]1[CH:7]=[CH:6][CH:5]=[CH:4][CH:3]=1.[Cl-].[NH4+].C([N:41](CC)C(C)C)(C)C.F[P-](F)(F)(F)(F)F.N1(O[P+](N(C)C)(N(C)C)N(C)C)C2C=CC=CC=2N=N1.CN1CCOCC1. (3) Given the product [C:1]([O:4][C:12]1[CH:14]=[CH:15][C:7]([CH:6]=[O:5])=[C:8]([N+:16]([O-:18])=[O:17])[C:9]=1[O:10][CH3:11])(=[O:3])[CH3:2], predict the reactants needed to synthesize it. The reactants are: [C:1]([OH:4])(=[O:3])[CH3:2].[O:5]=[CH:6][C:7]1[CH:15]=[CH:14][C:12](O)=[C:9]([O:10][CH3:11])[CH:8]=1.[N+:16]([O-])([OH:18])=[O:17]. (4) Given the product [Cl:42][C:39]1[CH:40]=[CH:41][C:15]([N:12]2[CH2:13][CH2:14][CH:9]([NH:8][S:43]([CH3:46])(=[O:45])=[O:44])[CH2:10][CH2:11]2)=[C:16]([CH:38]=1)[CH2:17][N:18]1[CH2:19][CH:20]2[CH2:25][N:24]([C:26]([O:28][CH:29]([C:30]([F:31])([F:33])[F:32])[C:34]([F:36])([F:35])[F:37])=[O:27])[CH2:23][CH:21]2[CH2:22]1, predict the reactants needed to synthesize it. The reactants are: C(OC([NH:8][CH:9]1[CH2:14][CH2:13][N:12]([C:15]2[CH:41]=[CH:40][C:39]([Cl:42])=[CH:38][C:16]=2[CH2:17][N:18]2[CH2:22][CH:21]3[CH2:23][N:24]([C:26]([O:28][CH:29]([C:34]([F:37])([F:36])[F:35])[C:30]([F:33])([F:32])[F:31])=[O:27])[CH2:25][CH:20]3[CH2:19]2)[CH2:11][CH2:10]1)=O)(C)(C)C.[S:43](Cl)([CH3:46])(=[O:45])=[O:44]. (5) Given the product [C:1](=[O:20])([O:18][CH3:19])[O:2][C:3]1[CH:8]=[C:7]([NH2:9])[C:6]([Br:12])=[CH:5][C:4]=1[CH:13]1[CH2:17][CH2:16][CH2:15][CH2:14]1, predict the reactants needed to synthesize it. The reactants are: [C:1](=[O:20])([O:18][CH3:19])[O:2][C:3]1[CH:8]=[C:7]([N+:9]([O-])=O)[C:6]([Br:12])=[CH:5][C:4]=1[CH:13]1[CH2:17][CH2:16][CH2:15][CH2:14]1.[BH4-].[Na+].C(OCC)(=O)C.CCCCCC. (6) Given the product [O:48]=[C:47]1[C:46]2[C:41](=[CH:42][CH:43]=[CH:44][CH:45]=2)[C:40](=[O:49])[N:39]1[CH2:38][C@@H:37]([NH:36][C:16]([C:9]1[S:10][C:11]([C:12]([F:13])([F:14])[F:15])=[C:7]([C:6]2[N:2]([CH3:1])[N:3]=[CH:4][CH:5]=2)[CH:8]=1)=[O:18])[CH2:50][C:51]1[CH:56]=[CH:55][CH:54]=[CH:53][C:52]=1[C:57]([F:59])([F:58])[F:60], predict the reactants needed to synthesize it. The reactants are: [CH3:1][N:2]1[C:6]([C:7]2[CH:8]=[C:9]([C:16]([OH:18])=O)[S:10][C:11]=2[C:12]([F:15])([F:14])[F:13])=[CH:5][CH:4]=[N:3]1.F[P-](F)(F)(F)(F)F.[PH4+].CCN(C(C)C)C(C)C.[NH2:36][C@@H:37]([CH2:50][C:51]1[CH:56]=[CH:55][CH:54]=[CH:53][C:52]=1[C:57]([F:60])([F:59])[F:58])[CH2:38][N:39]1[C:47](=[O:48])[C:46]2[C:41](=[CH:42][CH:43]=[CH:44][CH:45]=2)[C:40]1=[O:49]. (7) The reactants are: Cl[CH2:2][C:3]1[CH:8]=[CH:7][CH:6]=[C:5]([S:9][CH:10]2[CH2:13][CH2:12][CH2:11]2)[N:4]=1.C([O:16][C:17]([CH:19]1[CH2:21][CH:20]1[C:22]1[CH:27]=[CH:26][C:25]([OH:28])=[C:24]([F:29])[CH:23]=1)=[O:18])C. Given the product [CH:10]1([S:9][C:5]2[N:4]=[C:3]([CH2:2][O:28][C:25]3[CH:26]=[CH:27][C:22]([CH:20]4[CH2:21][CH:19]4[C:17]([OH:18])=[O:16])=[CH:23][C:24]=3[F:29])[CH:8]=[CH:7][CH:6]=2)[CH2:13][CH2:12][CH2:11]1, predict the reactants needed to synthesize it. (8) Given the product [C:27]([C:11]1([NH:20][C:19]2[CH:21]=[CH:22][C:16]([I:15])=[CH:17][CH:18]=2)[CH2:12][CH2:13][N:8]([C:1]([O:3][C:4]([CH3:7])([CH3:6])[CH3:5])=[O:2])[CH2:9][CH2:10]1)#[N:28], predict the reactants needed to synthesize it. The reactants are: [C:1]([N:8]1[CH2:13][CH2:12][CH2:11][CH2:10][C:9]1=O)([O:3][C:4]([CH3:7])([CH3:6])[CH3:5])=[O:2].[I:15][C:16]1[CH:22]=[CH:21][C:19]([NH2:20])=[CH:18][CH:17]=1.C[Si]([C:27]#[N:28])(C)C.[OH-].[NH4+]. (9) Given the product [CH:1]1([C:4]([N:6]2[CH2:11][CH2:10][N:9]([C:12]([C:14]3[CH:15]=[C:16]([CH:21]=[CH:22][CH:23]=3)[C:17]([OH:19])=[O:18])=[O:13])[CH2:8][CH2:7]2)=[O:5])[CH2:2][CH2:3]1, predict the reactants needed to synthesize it. The reactants are: [CH:1]1([C:4]([N:6]2[CH2:11][CH2:10][N:9]([C:12]([C:14]3[CH:15]=[C:16]([CH:21]=[CH:22][CH:23]=3)[C:17]([O:19]C)=[O:18])=[O:13])[CH2:8][CH2:7]2)=[O:5])[CH2:3][CH2:2]1.O.[OH-].[Li+].Cl. (10) Given the product [CH3:1][O:2][C:3](=[O:10])[C:4]([F:9])([F:8])[CH2:5][CH3:6], predict the reactants needed to synthesize it. The reactants are: [CH3:1][O:2][C:3](=[O:10])[C:4]([F:9])([F:8])[CH2:5][CH2:6]O.C1C=CC(P(C2C=CC=CC=2)C2C=CC=CC=2)=CC=1.ClC1C=CC(N([C@H]2C3C(=CC=CC=3)N(C(=O)C3C=CC(O)=CC=3)[C@@H](C)C2)C(=O)C)=CC=1.CCOC(/N=N/C(OCC)=O)=O.